This data is from Reaction yield outcomes from USPTO patents with 853,638 reactions. The task is: Predict the reaction yield, written as a fraction of the theoretical maximum amount of product (1.0 means a 100% yield; for example, 0.34 means a 34% yield). (1) The reactants are [H-].[Al+3].[Li+].[H-].[H-].[H-].[C:7]1([CH:13]2[NH:16][C:15](=O)[CH2:14]2)[CH:12]=[CH:11][CH:10]=[CH:9][CH:8]=1.[Cl-].[NH4+]. The catalyst is CCOCC. The product is [C:7]1([CH:13]2[CH2:14][CH2:15][NH:16]2)[CH:12]=[CH:11][CH:10]=[CH:9][CH:8]=1. The yield is 0.550. (2) The reactants are [CH2:1]([O:3][C:4](=[O:14])[NH:5][C:6]1[CH:11]=[CH:10][C:9](Br)=[CH:8][C:7]=1[Cl:13])[CH3:2].C([Mg]CCCC)CCC.C([Li])CCC.CN([CH:32]=[O:33])C. The catalyst is O1CCCC1.CCCCCCC.CCCCCC. The product is [CH2:1]([O:3][C:4](=[O:14])[NH:5][C:6]1[CH:11]=[CH:10][C:9]([CH:32]=[O:33])=[CH:8][C:7]=1[Cl:13])[CH3:2]. The yield is 0.500. (3) The reactants are [NH2:1][C:2]1[CH:7]=[CH:6][C:5]([OH:8])=[CH:4][C:3]=1[N+:9]([O-:11])=[O:10].Cl.Cl[CH2:14][CH2:15][N:16]([CH3:18])[CH3:17].C([O-])([O-])=O.[Cs+].[Cs+].[Na+].[I-]. The catalyst is CC(=O)CC. The product is [CH3:17][N:16]([CH3:18])[CH2:15][CH2:14][O:8][C:5]1[CH:6]=[CH:7][C:2]([NH2:1])=[C:3]([N+:9]([O-:11])=[O:10])[CH:4]=1. The yield is 0.450. (4) The reactants are N[C:2]1[CH:7]=[C:6]([Cl:8])[CH:5]=[CH:4][C:3]=1[S:9]([NH:12][C:13]1[CH:14]=[CH:15][C:16]([C:23]([F:26])([F:25])[F:24])=[C:17]2[C:22]=1[N:21]=[CH:20][CH:19]=[CH:18]2)(=[O:11])=[O:10].CC(O)=O. The catalyst is C1COCC1. The product is [Cl:8][C:6]1[CH:7]=[C:2]2[C:3]([S:9](=[O:10])(=[O:11])[NH:12][C:13]3[C:14]2=[CH:15][C:16]([C:23]([F:24])([F:26])[F:25])=[C:17]2[C:22]=3[N:21]=[CH:20][CH:19]=[CH:18]2)=[CH:4][CH:5]=1. The yield is 0.0900.